From a dataset of Forward reaction prediction with 1.9M reactions from USPTO patents (1976-2016). Predict the product of the given reaction. (1) Given the reactants [H-].[H-].[H-].[H-].[Li+].[Al+3].[F:7][C:8]([F:26])([F:25])[CH2:9][CH:10]([NH:17][C:18](=[O:24])[O:19][C:20]([CH3:23])([CH3:22])[CH3:21])[C:11](N(C)OC)=[O:12], predict the reaction product. The product is: [F:7][C:8]([F:25])([F:26])[CH2:9][CH:10]([NH:17][C:18](=[O:24])[O:19][C:20]([CH3:22])([CH3:23])[CH3:21])[CH:11]=[O:12]. (2) Given the reactants [CH2:1]([O:5][C:6]1[CH:11]=[CH:10][C:9]([CH3:12])=[C:8]([N+:13]([O-])=O)[CH:7]=1)[CH:2]([CH3:4])[CH3:3].CC1C=CC(OCCC)=CC=1N, predict the reaction product. The product is: [CH2:1]([O:5][C:6]1[CH:11]=[CH:10][C:9]([CH3:12])=[C:8]([NH2:13])[CH:7]=1)[CH:2]([CH3:4])[CH3:3].